Dataset: Catalyst prediction with 721,799 reactions and 888 catalyst types from USPTO. Task: Predict which catalyst facilitates the given reaction. Reactant: [CH2:1]([O:3][C:4](=[O:17])[CH2:5][CH:6]1[C:15]2[C:10](=[CH:11][C:12]([OH:16])=[CH:13][CH:14]=2)[CH2:9][CH2:8][CH2:7]1)[CH3:2].C(N(CC)CC)C.[S:25](O[S:25]([C:28]([F:31])([F:30])[F:29])(=[O:27])=[O:26])([C:28]([F:31])([F:30])[F:29])(=[O:27])=[O:26]. Product: [F:29][C:28]([F:31])([F:30])[S:25]([O:16][C:12]1[CH:11]=[C:10]2[C:15](=[CH:14][CH:13]=1)[CH:6]([CH2:5][C:4]([O:3][CH2:1][CH3:2])=[O:17])[CH2:7][CH2:8][CH2:9]2)(=[O:27])=[O:26]. The catalyst class is: 2.